From a dataset of Full USPTO retrosynthesis dataset with 1.9M reactions from patents (1976-2016). Predict the reactants needed to synthesize the given product. Given the product [C:4]([O:8][C:9]([NH:11][CH2:12][CH:13]([CH2:19][C:20]1[CH:25]=[CH:24][C:23]([O:26][CH2:27][CH2:28][OH:29])=[CH:22][CH:21]=1)[C:14]([OH:16])=[O:15])=[O:10])([CH3:5])([CH3:7])[CH3:6], predict the reactants needed to synthesize it. The reactants are: CCO.[C:4]([O:8][C:9]([NH:11][CH2:12][CH:13]([CH2:19][C:20]1[CH:25]=[CH:24][C:23]([O:26][CH2:27][CH2:28][OH:29])=[CH:22][CH:21]=1)[C:14]([O:16]CC)=[O:15])=[O:10])([CH3:7])([CH3:6])[CH3:5].[Li+].[OH-].